This data is from Full USPTO retrosynthesis dataset with 1.9M reactions from patents (1976-2016). The task is: Predict the reactants needed to synthesize the given product. Given the product [O:18]=[C:16]1[CH2:15][C:10]2[C:9](=[CH:14][CH:13]=[CH:12][CH:11]=2)[CH2:8][N:20]1[CH:21]1[CH2:22][CH2:23][N:24]([C:27]([O:29][C:30]([CH3:33])([CH3:32])[CH3:31])=[O:28])[CH2:25][CH2:26]1, predict the reactants needed to synthesize it. The reactants are: C(=O)([O-])[O-].[K+].[K+].Cl[CH2:8][C:9]1[CH:14]=[CH:13][CH:12]=[CH:11][C:10]=1[CH2:15][C:16]([O:18]C)=O.[NH2:20][CH:21]1[CH2:26][CH2:25][N:24]([C:27]([O:29][C:30]([CH3:33])([CH3:32])[CH3:31])=[O:28])[CH2:23][CH2:22]1.